Dataset: Full USPTO retrosynthesis dataset with 1.9M reactions from patents (1976-2016). Task: Predict the reactants needed to synthesize the given product. (1) Given the product [CH2:36]([NH:40][C:28]([NH:20][C:19]1[CH:21]=[CH:22][C:16]([O:15][C:6]2[C:5]3[C:10](=[CH:11][C:12]([O:13][CH3:14])=[C:3]([O:2][CH3:1])[CH:4]=3)[N:9]=[CH:8][N:7]=2)=[CH:17][C:18]=1[CH3:23])=[O:34])[CH2:37][CH2:38][CH3:39], predict the reactants needed to synthesize it. The reactants are: [CH3:1][O:2][C:3]1[CH:4]=[C:5]2[C:10](=[CH:11][C:12]=1[O:13][CH3:14])[N:9]=[CH:8][N:7]=[C:6]2[O:15][C:16]1[CH:22]=[CH:21][C:19]([NH2:20])=[C:18]([CH3:23])[CH:17]=1.ClC(Cl)(O[C:28](=[O:34])OC(Cl)(Cl)Cl)Cl.[CH2:36]([NH2:40])[CH2:37][CH2:38][CH3:39].CO. (2) Given the product [CH3:27][C:24]([C:21]1[CH:20]=[CH:19][C:18]([C:11]2[C:12]3[C:17](=[CH:16][CH:15]=[CH:14][CH:13]=3)[N:9]([CH2:8][C:4]3[CH:3]=[C:2]([C:44]4[CH:45]=[CH:46][C:41]([S:40][CH3:39])=[CH:42][CH:43]=4)[CH:7]=[CH:6][CH:5]=3)[C:10]=2[C:28]([OH:30])=[O:29])=[CH:23][CH:22]=1)([CH3:25])[CH3:26], predict the reactants needed to synthesize it. The reactants are: Br[C:2]1[CH:3]=[C:4]([CH2:8][N:9]2[C:17]3[C:12](=[CH:13][CH:14]=[CH:15][CH:16]=3)[C:11]([C:18]3[CH:23]=[CH:22][C:21]([C:24]([CH3:27])([CH3:26])[CH3:25])=[CH:20][CH:19]=3)=[C:10]2[C:28]([O:30]CC)=[O:29])[CH:5]=[CH:6][CH:7]=1.C([O-])([O-])=O.[Na+].[Na+].[CH3:39][S:40][C:41]1[CH:46]=[CH:45][C:44](B(O)O)=[CH:43][CH:42]=1. (3) Given the product [CH2:16]([O:1][C:2]1[CH:11]=[C:10]([O:12][CH3:13])[CH:9]=[CH:8][C:3]=1[C:4]([OH:6])=[O:5])[CH:15]=[CH2:14], predict the reactants needed to synthesize it. The reactants are: [OH:1][C:2]1[CH:11]=[C:10]([O:12][CH3:13])[CH:9]=[CH:8][C:3]=1[C:4]([O:6]C)=[O:5].[CH2:14](Br)[CH:15]=[CH2:16].C(=O)([O-])[O-].[K+].[K+]. (4) Given the product [CH3:1][S:2]([C:5]1[CH:28]=[CH:27][C:8]([CH2:9][N:10]2[C:18]3[C:13](=[CH:14][C:15]([CH:19]=[C:20]4[S:24][C:23]([S:25][CH3:33])=[N:22][C:21]4=[O:26])=[CH:16][CH:17]=3)[CH:12]=[N:11]2)=[C:7]([C:29]([F:32])([F:31])[F:30])[CH:6]=1)(=[O:4])=[O:3], predict the reactants needed to synthesize it. The reactants are: [CH3:1][S:2]([C:5]1[CH:28]=[CH:27][C:8]([CH2:9][N:10]2[C:18]3[C:13](=[CH:14][C:15]([CH:19]=[C:20]4[S:24][C:23](=[S:25])[NH:22][C:21]4=[O:26])=[CH:16][CH:17]=3)[CH:12]=[N:11]2)=[C:7]([C:29]([F:32])([F:31])[F:30])[CH:6]=1)(=[O:4])=[O:3].[CH3:33]I.